From a dataset of Full USPTO retrosynthesis dataset with 1.9M reactions from patents (1976-2016). Predict the reactants needed to synthesize the given product. (1) Given the product [Cl:3][C:4]1[NH:9][C:8](=[O:10])[C:7]([N+:13]([O-:15])=[O:14])=[C:6]([OH:11])[C:5]=1[CH3:12], predict the reactants needed to synthesize it. The reactants are: O.Cl.[Cl:3][C:4]1[NH:9][C:8](=[O:10])[CH:7]=[C:6]([OH:11])[C:5]=1[CH3:12].[N+:13]([O-])([OH:15])=[O:14]. (2) Given the product [NH2:1][CH:2]1[CH2:7][CH2:6][N:5]([CH2:8][CH:9]2[N:13]3[C:14](=[O:22])[CH:15]=[N:16][C:17]4[CH:18]=[CH:19][C:20]([O:24][CH3:23])=[C:11]([C:12]=43)[CH2:10]2)[CH2:4][CH2:3]1, predict the reactants needed to synthesize it. The reactants are: [NH2:1][CH:2]1[CH2:7][CH2:6][N:5]([CH2:8][CH:9]2[N:13]3[C:14](=[O:22])[CH:15]=[N:16][C:17]4[CH:18]=[CH:19][C:20](F)=[C:11]([C:12]=43)[CH2:10]2)[CH2:4][CH2:3]1.[CH3:23][O-:24].[Na+]. (3) Given the product [Br:1][C:2]1[CH:3]=[C:4]([CH:8]([N:12]2[CH:16]=[C:15]([C:17]3[C:18]4[CH:25]=[CH:24][NH:23][C:19]=4[N:20]=[CH:21][N:22]=3)[CH:14]=[N:13]2)[CH2:9][C:10]#[N:11])[CH:5]=[N:6][CH:7]=1, predict the reactants needed to synthesize it. The reactants are: [Br:1][C:2]1[CH:3]=[C:4]([CH:8]([N:12]2[CH:16]=[C:15]([C:17]3[C:18]4[CH:25]=[CH:24][N:23](COCC[Si](C)(C)C)[C:19]=4[N:20]=[CH:21][N:22]=3)[CH:14]=[N:13]2)[CH2:9][C:10]#[N:11])[CH:5]=[N:6][CH:7]=1.C(Cl)Cl.C(O)(C(F)(F)F)=O.CO.C(N)CN. (4) Given the product [CH3:36][N:37]([CH3:38])[CH2:30][CH:28]([OH:29])[CH2:27][CH2:26][N:12]1[C:13]2=[N:14][C:15]([NH:19][C:20]3[CH:21]=[CH:22][CH:23]=[CH:24][CH:25]=3)=[N:16][CH:17]=[C:18]2[C:10]([NH:9][C:3]2[C:2]([CH3:1])=[CH:7][CH:6]=[CH:5][C:4]=2[CH3:8])=[N:11]1, predict the reactants needed to synthesize it. The reactants are: [CH3:1][C:2]1[CH:7]=[CH:6][CH:5]=[C:4]([CH3:8])[C:3]=1[NH:9][C:10]1[C:18]2[C:13](=[N:14][C:15]([NH:19][C:20]3[CH:25]=[CH:24][CH:23]=[CH:22][CH:21]=3)=[N:16][CH:17]=2)[N:12]([CH2:26][CH2:27][CH:28]2[CH2:30][O:29]2)[N:11]=1.C1COCC1.[CH3:36][NH:37][CH3:38]. (5) Given the product [NH2:1][C:2]1[N:3]=[C:4]([NH:12][CH:13]([CH3:23])[CH2:14][NH:15][C:16](=[O:22])[O:17][C:18]([CH3:20])([CH3:19])[CH3:21])[CH:5]=[CH:6][C:7]=1[N+:8]([O-:10])=[O:9], predict the reactants needed to synthesize it. The reactants are: [NH2:1][C:2]1[C:7]([N+:8]([O-:10])=[O:9])=[CH:6][CH:5]=[C:4](Cl)[N:3]=1.[NH2:12][CH:13]([CH3:23])[CH2:14][NH:15][C:16](=[O:22])[O:17][C:18]([CH3:21])([CH3:20])[CH3:19].C(=O)(O)[O-].[K+]. (6) Given the product [O:12]=[C:10]1[CH2:9][N:8]([C:1]([O:3][C:4]([CH3:5])([CH3:6])[CH3:7])=[O:2])[CH2:35][CH:34]1[C:33]([O:37][CH2:38][CH:39]=[CH2:40])=[O:36], predict the reactants needed to synthesize it. The reactants are: [C:1]([NH:8][CH2:9][C:10]([O:12]CC=C)=O)([O:3][C:4]([CH3:7])([CH3:6])[CH3:5])=[O:2].C[Si]([NH-])(C)C.C[Si]([NH-])(C)C.[Li+].[Li+].O1CCCC1.[C:33]([O:37][CH2:38][CH:39]=[CH2:40])(=[O:36])[CH:34]=[CH2:35]. (7) Given the product [NH2:7][CH:8]1[CH2:9][CH2:10][N:11]([CH2:14][CH2:15][N:16]2[C:21](=[O:22])[CH:20]=[N:19][C:18]3[CH:23]=[CH:24][C:25]([O:27][CH3:28])=[N:26][C:17]2=3)[CH2:12][CH2:13]1, predict the reactants needed to synthesize it. The reactants are: C(OC(=O)[NH:7][CH:8]1[CH2:13][CH2:12][N:11]([CH2:14][CH2:15][N:16]2[C:21](=[O:22])[CH:20]=[N:19][C:18]3[CH:23]=[CH:24][C:25]([O:27][CH3:28])=[N:26][C:17]2=3)[CH2:10][CH2:9]1)(C)(C)C.Cl. (8) Given the product [CH:1]1([C@@H:7]([NH:9][C:10]([C:12]2[CH:13]=[C:14]3[C:18](=[CH:19][CH:20]=2)[NH:17][N:16]=[C:15]3[C:31]2[CH:30]=[CH:29][C:28]([N:25]3[CH2:24][CH2:23][O:22][CH2:27][CH2:26]3)=[CH:33][CH:32]=2)=[O:11])[CH3:8])[CH2:6][CH2:5][CH2:4][CH2:3][CH2:2]1, predict the reactants needed to synthesize it. The reactants are: [CH:1]1([C@@H:7]([NH:9][C:10]([C:12]2[CH:13]=[C:14]3[C:18](=[CH:19][CH:20]=2)[NH:17][N:16]=[C:15]3I)=[O:11])[CH3:8])[CH2:6][CH2:5][CH2:4][CH2:3][CH2:2]1.[O:22]1[CH2:27][CH2:26][N:25]([C:28]2[CH:33]=[CH:32][C:31](B3OC(C)(C)C(C)(C)O3)=[CH:30][CH:29]=2)[CH2:24][CH2:23]1.C([O-])([O-])=O.[Na+].[Na+]. (9) Given the product [F:1][C:2]1[C:11]2[O:10][CH2:9][C@H:8]3[C@@H:12]([NH:19][C:22]([NH:24][C:25]4[CH:30]=[CH:29][C:28]([I:31])=[CH:27][N:26]=4)=[O:39])[C@H:7]3[C:6]=2[C:5]([F:16])=[CH:4][CH:3]=1, predict the reactants needed to synthesize it. The reactants are: [F:1][C:2]1[C:11]2[O:10][CH2:9][C@H:8]3[C@@H:12](C(O)=O)[C@H:7]3[C:6]=2[C:5]([F:16])=[CH:4][CH:3]=1.C([N:19]([CH2:22]C)CC)C.[NH2:24][C:25]1[CH:30]=[CH:29][C:28]([I:31])=[CH:27][N:26]=1.C1C=CC(P(N=[N+]=[N-])(C2C=CC=CC=2)=[O:39])=CC=1.